From a dataset of Reaction yield outcomes from USPTO patents with 853,638 reactions. Predict the reaction yield, written as a fraction of the theoretical maximum amount of product (1.0 means a 100% yield; for example, 0.34 means a 34% yield). (1) The reactants are C1([C:7]([N:9]2[C:17]3[C:12](=[CH:13][C:14]([S:18]([NH2:21])(=[O:20])=[O:19])=[CH:15][CH:16]=3)[CH2:11][CH2:10]2)=[O:8])CCCCC1.N1C2C(=CC(S(N)(=O)=O)=CC=2)CC1.[N:35]1(C(Cl)=O)[CH2:40][CH2:39][O:38][CH2:37][CH2:36]1. No catalyst specified. The product is [N:35]1([C:7]([N:9]2[C:17]3[C:12](=[CH:13][C:14]([S:18]([NH2:21])(=[O:19])=[O:20])=[CH:15][CH:16]=3)[CH2:11][CH2:10]2)=[O:8])[CH2:40][CH2:39][O:38][CH2:37][CH2:36]1. The yield is 0.590. (2) The reactants are [C:1]([O:4][C@H:5]1[C@@H:19]([O:20][C:21](=[O:23])[CH3:22])[C@H:18]([O:24][C:25](=[O:27])[CH3:26])[C@@H:17]([CH2:28][O:29][C:30](=[O:32])[CH3:31])[O:16][C@@H:6]1[O:7][C:8]1[CH:13]=[CH:12][C:11](I)=[CH:10][C:9]=1[Cl:15])(=[O:3])[CH3:2].[NH:33]1[C:41]2[C:36](=[CH:37][CH:38]=[CH:39][CH:40]=2)[CH:35]=[CH:34]1.C([O-])([O-])=O.[K+].[K+].N1CCC[C@H]1C(O)=O. The catalyst is [Cu]I. The product is [C:1]([O:4][C@H:5]1[C@@H:19]([O:20][C:21](=[O:23])[CH3:22])[C@H:18]([O:24][C:25](=[O:27])[CH3:26])[C@@H:17]([CH2:28][O:29][C:30](=[O:32])[CH3:31])[O:16][C@@H:6]1[O:7][C:8]1[CH:13]=[CH:12][C:11]([N:33]2[C:41]3[C:36](=[CH:37][CH:38]=[CH:39][CH:40]=3)[CH:35]=[CH:34]2)=[CH:10][C:9]=1[Cl:15])(=[O:3])[CH3:2]. The yield is 0.280. (3) The reactants are [C:1](Cl)(=[O:10])[C:2]1[CH:7]=[CH:6][C:5]([O:8][CH3:9])=[CH:4][CH:3]=1.[NH2:12][C:13]1[CH:18]=[CH:17][CH:16]=[CH:15][CH:14]=1.C(N(C(C)C)CC)(C)C.C(OCC)(=O)C. The catalyst is C(Cl)Cl. The product is [CH3:9][O:8][C:5]1[CH:6]=[CH:7][C:2]([C:1]([NH:12][C:13]2[CH:18]=[CH:17][CH:16]=[CH:15][CH:14]=2)=[O:10])=[CH:3][CH:4]=1. The yield is 0.250. (4) The product is [ClH:30].[CH2:1]([O:3][C:4](=[O:29])[CH:5]([NH:25][C:26](=[O:28])[CH3:27])[CH2:6][C:7]1[O:11][N:10]=[C:9]([CH:12]([NH2:17])[CH2:13][CH:14]([CH3:15])[CH3:16])[CH:8]=1)[CH3:2]. The reactants are [CH2:1]([O:3][C:4](=[O:29])[CH:5]([NH:25][C:26](=[O:28])[CH3:27])[CH2:6][C:7]1[O:11][N:10]=[C:9]([CH:12]([NH:17]C(OC(C)(C)C)=O)[CH2:13][CH:14]([CH3:16])[CH3:15])[CH:8]=1)[CH3:2].[ClH:30]. The yield is 1.00. The catalyst is O1CCOCC1. (5) The reactants are [F:1][C:2]([F:11])([F:10])[CH2:3][C:4]([CH3:9])([CH3:8])[C:5](O)=[O:6].O=S(Cl)Cl.[F:16][C:17]1[CH:18]=[C:19]([C@@:30]([C:39]2[CH:44]=[CH:43][C:42]([F:45])=[CH:41][CH:40]=2)([NH2:38])[CH2:31][C:32]2[CH:37]=[CH:36][CH:35]=[CH:34][CH:33]=2)[CH:20]=[C:21]([O:23][C:24]([F:29])([F:28])[CH:25]([F:27])[F:26])[CH:22]=1. The catalyst is ClCCCl. The product is [F:1][C:2]([F:11])([F:10])[CH2:3][C:4]([CH3:9])([CH3:8])[C:5]([NH:38][C@@:30]([C:19]1[CH:20]=[C:21]([O:23][C:24]([F:29])([F:28])[CH:25]([F:27])[F:26])[CH:22]=[C:17]([F:16])[CH:18]=1)([C:39]1[CH:40]=[CH:41][C:42]([F:45])=[CH:43][CH:44]=1)[CH2:31][C:32]1[CH:33]=[CH:34][CH:35]=[CH:36][CH:37]=1)=[O:6]. The yield is 0.240.